This data is from Forward reaction prediction with 1.9M reactions from USPTO patents (1976-2016). The task is: Predict the product of the given reaction. (1) Given the reactants [F:1][C:2]1[CH:3]=[C:4]([CH:32]=[CH:33][C:34]=1[F:35])[CH2:5][C:6]1([C:29](=[O:31])[CH3:30])[CH2:11][CH2:10][CH2:9][N:8]2[C:12]([C:15]3[CH:20]=[CH:19][C:18]([C:21]4[O:25][C:24]([CH3:26])=[N:23][CH:22]=4)=[C:17]([O:27][CH3:28])[CH:16]=3)=[N:13][N:14]=[C:7]12.[H-].[Al+3].[Li+].[H-].[H-].[H-].O.O.O.O.O.O.O.O.O.O.S([O-])([O-])(=O)=O.[Na+].[Na+], predict the reaction product. The product is: [F:1][C:2]1[CH:3]=[C:4]([CH:32]=[CH:33][C:34]=1[F:35])[CH2:5][C:6]1([CH:29]([OH:31])[CH3:30])[CH2:11][CH2:10][CH2:9][N:8]2[C:12]([C:15]3[CH:20]=[CH:19][C:18]([C:21]4[O:25][C:24]([CH3:26])=[N:23][CH:22]=4)=[C:17]([O:27][CH3:28])[CH:16]=3)=[N:13][N:14]=[C:7]12. (2) Given the reactants [CH:1]12[CH2:7][CH:4]([CH2:5][CH2:6]1)[CH:3]=[CH:2]2.[CH2:8]([OH:12])[CH2:9][CH:10]=[CH2:11], predict the reaction product. The product is: [CH:6]([C@H:1]1[CH2:7][CH2:4][C@@H:3]([CH:11]=[CH:10][CH2:9][CH2:8][OH:12])[CH2:2]1)=[CH2:5]. (3) Given the reactants Cl.[F:2][C:3]1[CH:8]=[CH:7][C:6]([S:9]([CH2:12][CH:13]2[CH2:16][NH:15][CH2:14]2)(=[O:11])=[O:10])=[CH:5][CH:4]=1.CCN(CC)CC.Br[CH2:25][C:26]([C:28]1[CH:33]=[CH:32][C:31]([F:34])=[CH:30][C:29]=1[CH3:35])=[O:27], predict the reaction product. The product is: [F:34][C:31]1[CH:32]=[CH:33][C:28]([C:26](=[O:27])[CH2:25][N:15]2[CH2:16][CH:13]([CH2:12][S:9]([C:6]3[CH:7]=[CH:8][C:3]([F:2])=[CH:4][CH:5]=3)(=[O:11])=[O:10])[CH2:14]2)=[C:29]([CH3:35])[CH:30]=1. (4) The product is: [F:40][C:23]1[CH:22]=[C:21]([C@H:17]2[O:18][CH2:19][CH2:20][NH:15][CH2:16]2)[CH:26]=[CH:25][C:24]=1[NH:27][C:28]([C:30]1[C:38]2[C:33](=[CH:34][C:35]([F:39])=[CH:36][CH:37]=2)[NH:32][N:31]=1)=[O:29]. Given the reactants FC(F)(F)C(O)=O.C(OC([N:15]1[CH2:20][CH2:19][O:18][C@H:17]([C:21]2[CH:26]=[CH:25][C:24]([NH:27][C:28]([C:30]3[C:38]4[C:33](=[CH:34][C:35]([F:39])=[CH:36][CH:37]=4)[NH:32][N:31]=3)=[O:29])=[C:23]([F:40])[CH:22]=2)[CH2:16]1)=O)(C)(C)C.[OH-].[Na+], predict the reaction product. (5) Given the reactants [C:1]([O:5][C:6](=[O:33])[NH:7][CH:8]([C:13]([N:15]1[CH2:20][CH:19]2[CH:17]([C:18]2([CH3:22])[CH3:21])[CH:16]1[C:23](=[O:32])[NH:24][C:25]1([CH2:30][OH:31])[CH2:28][CH:27]([CH3:29])[CH2:26]1)=[O:14])[C:9]([CH3:12])([CH3:11])[CH3:10])([CH3:4])([CH3:3])[CH3:2].CC(OI1(OC(C)=O)(OC(C)=O)OC(=O)C2C=CC=CC1=2)=O, predict the reaction product. The product is: [C:1]([O:5][C:6](=[O:33])[NH:7][CH:8]([C:13]([N:15]1[CH2:20][CH:19]2[CH:17]([C:18]2([CH3:21])[CH3:22])[CH:16]1[C:23](=[O:32])[NH:24][C:25]1([CH:30]=[O:31])[CH2:26][CH:27]([CH3:29])[CH2:28]1)=[O:14])[C:9]([CH3:12])([CH3:10])[CH3:11])([CH3:2])([CH3:3])[CH3:4]. (6) Given the reactants C(P(C(C)(C)C)C1C=CC=CC=1C1C=CC=CC=1)(C)(C)C.CC(C)([O-])C.[Na+].Cl[CH:29]([O:42][CH:43]1[CH:48]([C:49]2[CH:54]=[CH:53][C:52]([O:55][CH2:56][CH2:57][CH2:58][O:59][CH2:60][C:61]3[CH:66]=[CH:65][CH:64]=[CH:63][C:62]=3[O:67][CH3:68])=[CH:51][CH:50]=2)[CH2:47][CH2:46][N:45]([C:69]([O:71][C:72]([CH3:75])([CH3:74])[CH3:73])=[O:70])[CH2:44]1)[C:30]1[CH:35]=[CH:34][CH:33]=[C:32]([O:36][CH2:37][CH2:38][CH2:39][O:40][CH3:41])[CH:31]=1.[NH:76]1[CH2:81][CH2:80][O:79][CH2:78][CH2:77]1, predict the reaction product. The product is: [CH3:68][O:67][C:62]1[CH:63]=[CH:64][CH:65]=[CH:66][C:61]=1[CH2:60][O:59][CH2:58][CH2:57][CH2:56][O:55][C:52]1[CH:53]=[CH:54][C:49]([CH:48]2[CH2:47][CH2:46][N:45]([C:69]([O:71][C:72]([CH3:75])([CH3:74])[CH3:73])=[O:70])[CH2:44][CH:43]2[O:42][CH2:29][C:30]2[CH:35]=[CH:34][C:33]([N:76]3[CH2:81][CH2:80][O:79][CH2:78][CH2:77]3)=[C:32]([O:36][CH2:37][CH2:38][CH2:39][O:40][CH3:41])[CH:31]=2)=[CH:50][CH:51]=1. (7) Given the reactants [F:1][C:2]1[CH:7]=[C:6]([F:8])[CH:5]=[CH:4][C:3]=1[C:9](=O)[CH2:10][C:11]1[CH:12]=[CH:13][C:14]2[N:15]([C:17]([CH:20]([CH3:22])[CH3:21])=[N:18][N:19]=2)[N:16]=1.COC(OC)[N:27]([CH3:29])C.[NH2:32]N, predict the reaction product. The product is: [F:1][C:2]1[CH:7]=[C:6]([F:8])[CH:5]=[CH:4][C:3]=1[C:9]1[C:10]([C:11]2[CH:12]=[CH:13][C:14]3[N:15]([C:17]([CH:20]([CH3:22])[CH3:21])=[N:18][N:19]=3)[N:16]=2)=[CH:29][NH:27][N:32]=1. (8) Given the reactants [Cl:1][C:2]1[CH:3]=[CH:4][C:5]2[S:9][C:8]([C:10]3[C:11](=[O:40])[N:12]([CH2:32][CH2:33][C:34]4[CH:39]=[CH:38][CH:37]=[CH:36][CH:35]=4)[C:13]([C:17]4[CH:22]=[CH:21][CH:20]=[C:19]([F:23])[C:18]=4[O:24]CC4C=CC=CC=4)=[N:14][C:15]=3[CH3:16])=[C:7]([CH3:41])[C:6]=2[CH:42]=1, predict the reaction product. The product is: [Cl:1][C:2]1[CH:3]=[CH:4][C:5]2[S:9][C:8]([C:10]3[C:11](=[O:40])[N:12]([CH2:32][CH2:33][C:34]4[CH:35]=[CH:36][CH:37]=[CH:38][CH:39]=4)[C:13]([C:17]4[CH:22]=[CH:21][CH:20]=[C:19]([F:23])[C:18]=4[OH:24])=[N:14][C:15]=3[CH3:16])=[C:7]([CH3:41])[C:6]=2[CH:42]=1. (9) The product is: [CH3:1][C:2]1[C:3]([C:21](=[O:27])[C:22]([O:24][CH2:25][CH3:26])=[O:23])=[C:4]([O:13][S:14]([C:17]([F:18])([F:19])[F:20])(=[O:16])=[O:15])[C:5]2[C:10]([CH:11]=1)=[CH:9][C:8]([CH3:12])=[CH:7][CH:6]=2. Given the reactants [CH3:1][C:2]1[C:3]([CH:21]([OH:27])[C:22]([O:24][CH2:25][CH3:26])=[O:23])=[C:4]([O:13][S:14]([C:17]([F:20])([F:19])[F:18])(=[O:16])=[O:15])[C:5]2[C:10]([CH:11]=1)=[CH:9][C:8]([CH3:12])=[CH:7][CH:6]=2.CC(OI1(OC(C)=O)(OC(C)=O)OC(=O)C2C=CC=CC1=2)=O.C([O-])(O)=O.[Na+].[O-]S([O-])(=S)=O.[Na+].[Na+], predict the reaction product.